This data is from Catalyst prediction with 721,799 reactions and 888 catalyst types from USPTO. The task is: Predict which catalyst facilitates the given reaction. (1) Reactant: [F:1][C:2]1[CH:3]=[C:4]([CH2:10]O)[CH:5]=[C:6]([O:8][CH3:9])[CH:7]=1.P(Cl)(Cl)(Cl)(Cl)[Cl:13].C([O-])([O-])=O.[Na+].[Na+]. Product: [Cl:13][CH2:10][C:4]1[CH:5]=[C:6]([O:8][CH3:9])[CH:7]=[C:2]([F:1])[CH:3]=1. The catalyst class is: 53. (2) Reactant: [CH3:1][N:2]([CH3:34])[C:3]([C:5]1[N:27]([CH:28]([CH2:32]C)[CH2:29][CH2:30][CH3:31])[C:8]2[N:9]=[C:10]([N:13]=C(C3C=CC=CC=3)C3C=CC=CC=3)[N:11]=[CH:12][C:7]=2[CH:6]=1)=[O:4].Cl.CCCCCCC.CCOC(C)=O. Product: [CH3:1][N:2]([CH3:34])[C:3]([C:5]1[N:27]([CH:28]2[CH2:29][CH2:30][CH2:31][CH2:32]2)[C:8]2[N:9]=[C:10]([NH2:13])[N:11]=[CH:12][C:7]=2[CH:6]=1)=[O:4]. The catalyst class is: 1. (3) Reactant: [OH:1][C:2]([CH3:18])([CH3:17])[CH2:3][N:4]([CH3:16])[C:5]([C:7]1[C:11]([N+:12]([O-])=O)=[CH:10][N:9]([CH3:15])[N:8]=1)=[O:6]. Product: [NH2:12][C:11]1[C:7]([C:5]([N:4]([CH2:3][C:2]([OH:1])([CH3:17])[CH3:18])[CH3:16])=[O:6])=[N:8][N:9]([CH3:15])[CH:10]=1. The catalyst class is: 29. (4) Reactant: [C:1]([OH:4])(=[O:3])[CH3:2].[CH:5]1[C:10]2=[N:11][S:12][N:13]=[C:9]2[C:8]([NH:14][C:15]2[NH:19][CH2:18][CH2:17][N:16]=2)=[C:7]([Cl:20])[CH:6]=1. Product: [CH:5]1[C:10]2=[N:11][S:12][N:13]=[C:9]2[C:8]([NH:14][C:15]2[NH:19][CH2:18][CH2:17][N:16]=2)=[C:7]([Cl:20])[CH:6]=1.[C:1]([O-:4])(=[O:3])[CH3:2]. The catalyst class is: 21. (5) Reactant: [O:1]1[N:5]=[CH:4][C:3]([C:6]([OH:8])=O)=[N:2]1.C1C=CC2N(O)N=NC=2C=1.N=C=N.[NH2:22][C@@H:23]([CH3:39])[CH2:24][N:25]1[CH:29]=[CH:28][C:27]([C:30]2[CH:37]=[CH:36][C:33]([C:34]#[N:35])=[C:32]([Cl:38])[CH:31]=2)=[N:26]1. Product: [Cl:38][C:32]1[CH:31]=[C:30]([C:27]2[CH:28]=[CH:29][N:25]([CH2:24][C@@H:23]([NH:22][C:6]([C:3]3[CH:4]=[N:5][O:1][N:2]=3)=[O:8])[CH3:39])[N:26]=2)[CH:37]=[CH:36][C:33]=1[C:34]#[N:35]. The catalyst class is: 2. (6) Reactant: [Cl:1][C:2]1[CH:3]=[CH:4][C:5]2[O:9][C:8](S)=[N:7][C:6]=2[CH:11]=1.S(Cl)([Cl:14])=O. Product: [Cl:14][C:8]1[O:9][C:5]2[CH:4]=[CH:3][C:2]([Cl:1])=[CH:11][C:6]=2[N:7]=1. The catalyst class is: 3. (7) Reactant: [Cl:1][C:2]1[CH:3]=[C:4]2[C:8](=[CH:9][C:10]=1[Cl:11])[C:7](=[O:12])O[C:5]2=[O:13].[NH2:14][CH2:15][C:16]([OH:18])=[O:17]. Product: [Cl:11][C:10]1[CH:9]=[C:8]2[C:4](=[CH:3][C:2]=1[Cl:1])[C:5](=[O:13])[N:14]([CH2:15][C:16]([OH:18])=[O:17])[C:7]2=[O:12]. The catalyst class is: 113. (8) Reactant: [Cl:1][C:2]1[N:7]=[C:6]2[NH:8][N:9]=[CH:10][C:5]2=[C:4]([N:11]2[CH2:16][CH2:15][O:14][CH2:13][CH2:12]2)[N:3]=1.O.C1(C)C=CC(S(O)(=O)=O)=CC=1.[O:29]1[CH:34]=[CH:33][CH2:32][CH2:31][CH2:30]1. Product: [Cl:1][C:2]1[N:7]=[C:6]2[N:8]([CH:30]3[CH2:31][CH2:32][CH2:33][CH2:34][O:29]3)[N:9]=[CH:10][C:5]2=[C:4]([N:11]2[CH2:12][CH2:13][O:14][CH2:15][CH2:16]2)[N:3]=1. The catalyst class is: 13.